Dataset: Peptide-MHC class II binding affinity with 134,281 pairs from IEDB. Task: Regression. Given a peptide amino acid sequence and an MHC pseudo amino acid sequence, predict their binding affinity value. This is MHC class II binding data. (1) The peptide sequence is APYHFDLSGHAFGAM. The MHC is DRB3_0202 with pseudo-sequence DRB3_0202. The binding affinity (normalized) is 0.564. (2) The peptide sequence is EVFFQRLGIASGRARY. The MHC is DRB1_0301 with pseudo-sequence DRB1_0301. The binding affinity (normalized) is 0.327. (3) The peptide sequence is QRMMAEIDTDGDGFI. The MHC is DRB1_1001 with pseudo-sequence DRB1_1001. The binding affinity (normalized) is 0.220. (4) The peptide sequence is LKKLVFGYRKPLDNI. The MHC is DRB1_1201 with pseudo-sequence DRB1_1201. The binding affinity (normalized) is 0.265. (5) The peptide sequence is NLLQERLKKLKSEHG. The MHC is DRB1_0405 with pseudo-sequence DRB1_0405. The binding affinity (normalized) is 0.408.